From a dataset of Forward reaction prediction with 1.9M reactions from USPTO patents (1976-2016). Predict the product of the given reaction. The product is: [F:29][C:30]1[C:35]([F:36])=[C:34]([F:37])[CH:33]=[CH:32][C:31]=1[NH:38][C:39]([NH:21][C:20]1[N:16]([C:12]2[CH:13]=[CH:14][CH:15]=[C:10]([CH2:9][OH:8])[CH:11]=2)[N:17]=[C:18]([C:22]2[CH:27]=[CH:26][CH:25]=[CH:24][C:23]=2[F:28])[CH:19]=1)=[O:40]. Given the reactants [Si]([O:8][CH2:9][C:10]1[CH:11]=[C:12]([N:16]2[C:20]([NH2:21])=[CH:19][C:18]([C:22]3[CH:27]=[CH:26][CH:25]=[CH:24][C:23]=3[F:28])=[N:17]2)[CH:13]=[CH:14][CH:15]=1)(C(C)(C)C)(C)C.[F:29][C:30]1[C:35]([F:36])=[C:34]([F:37])[CH:33]=[CH:32][C:31]=1[N:38]=[C:39]=[O:40], predict the reaction product.